Dataset: Full USPTO retrosynthesis dataset with 1.9M reactions from patents (1976-2016). Task: Predict the reactants needed to synthesize the given product. Given the product [ClH:15].[F:27][C:24]1[CH:23]=[CH:22][C:21]([C:19](=[O:20])[CH2:18][CH2:17][CH2:16][N:1]2[CH2:6][CH2:5][CH2:4][CH2:3][CH2:2]2)=[CH:26][CH:25]=1, predict the reactants needed to synthesize it. The reactants are: [NH:1]1[CH2:6][CH2:5][CH2:4][CH2:3][CH2:2]1.C(=O)([O-])[O-].[Na+].[Na+].[I-].[Na+].[Cl:15][CH2:16][CH2:17][CH2:18][C:19]([C:21]1[CH:26]=[CH:25][C:24]([F:27])=[CH:23][CH:22]=1)=[O:20].